From a dataset of Reaction yield outcomes from USPTO patents with 853,638 reactions. Predict the reaction yield, written as a fraction of the theoretical maximum amount of product (1.0 means a 100% yield; for example, 0.34 means a 34% yield). (1) The yield is 0.810. The reactants are [CH:1]([C:4]1[CH:9]=[CH:8][CH:7]=[C:6]([O:10][CH3:11])[CH:5]=1)([CH3:3])[CH3:2].[Br:12]N1C(=O)CCC1=O.O. The catalyst is C(Cl)(Cl)(Cl)Cl. The product is [Br:12][C:9]1[CH:8]=[CH:7][C:6]([O:10][CH3:11])=[CH:5][C:4]=1[CH:1]([CH3:3])[CH3:2]. (2) The reactants are Br[C:2]1[N:10]([CH2:11][C:12]2[C:17]([F:18])=[CH:16][CH:15]=[CH:14][C:13]=2[Cl:19])[C:9]2[C:8](=[O:20])[N:7]([CH3:21])[C:6](=[O:22])[N:5]([CH3:23])[C:4]=2[N:3]=1.C(O)C.[C:27]1(B(O)O)[CH:32]=[CH:31][CH:30]=[CH:29][CH:28]=1.[Cl-].[Li+]. The catalyst is C(=O)([O-])[O-].[Na+].[Na+].C1(C)C=CC=CC=1.[Pd].C1(P(C2C=CC=CC=2)C2C=CC=CC=2)C=CC=CC=1.C1(P(C2C=CC=CC=2)C2C=CC=CC=2)C=CC=CC=1.C1(P(C2C=CC=CC=2)C2C=CC=CC=2)C=CC=CC=1.C1(P(C2C=CC=CC=2)C2C=CC=CC=2)C=CC=CC=1. The product is [Cl:19][C:13]1[CH:14]=[CH:15][CH:16]=[C:17]([F:18])[C:12]=1[CH2:11][N:10]1[C:9]2[C:8](=[O:20])[N:7]([CH3:21])[C:6](=[O:22])[N:5]([CH3:23])[C:4]=2[N:3]=[C:2]1[C:27]1[CH:32]=[CH:31][CH:30]=[CH:29][CH:28]=1. The yield is 0.710.